From a dataset of Catalyst prediction with 721,799 reactions and 888 catalyst types from USPTO. Predict which catalyst facilitates the given reaction. (1) Reactant: C(N(CC)CC)C.[NH2:8][C@@H:9]1[CH2:15][CH2:14][C@@H:13]([C:16]2[CH:21]=[CH:20][CH:19]=[C:18]([F:22])[C:17]=2[F:23])[CH2:12][N:11]([CH2:24][C:25]2[CH:30]=[CH:29][CH:28]=[CH:27][N:26]=2)[C:10]1=[O:31].Cl[C:33](OC1C=CC([N+]([O-])=O)=CC=1)=[O:34].Cl.Cl.[O:47]=[C:48]1[NH:56][C:51]2=[N:52][CH:53]=[CH:54][CH:55]=[C:50]2[N:49]1[CH:57]1[CH2:62][CH2:61][NH:60][CH2:59][CH2:58]1. Product: [F:23][C:17]1[C:18]([F:22])=[CH:19][CH:20]=[CH:21][C:16]=1[C@H:13]1[CH2:12][N:11]([CH2:24][C:25]2[CH:30]=[CH:29][CH:28]=[CH:27][N:26]=2)[C:10](=[O:31])[C@H:9]([NH:8][C:33]([N:60]2[CH2:61][CH2:62][CH:57]([N:49]3[C:50]4[C:51](=[N:52][CH:53]=[CH:54][CH:55]=4)[NH:56][C:48]3=[O:47])[CH2:58][CH2:59]2)=[O:34])[CH2:15][CH2:14]1. The catalyst class is: 7. (2) Reactant: [Cl:1][C:2]1[C:14]2[C:13]3[C:8](=[CH:9][CH:10]=[CH:11][CH:12]=3)[C:7](=[O:15])[C:6]=2[CH:5]=[C:4]([OH:16])[CH:3]=1.C(=O)([O-])[O-].[K+].[K+].Br[CH2:24][CH2:25][CH2:26][C:27]([O:29][CH2:30][CH3:31])=[O:28].C1(C)C=CC=CC=1. The catalyst class is: 35. Product: [Cl:1][C:2]1[C:14]2[C:13]3[C:8](=[CH:9][CH:10]=[CH:11][CH:12]=3)[C:7](=[O:15])[C:6]=2[CH:5]=[C:4]([O:16][CH2:24][CH2:25][CH2:26][C:27]([O:29][CH2:30][CH3:31])=[O:28])[CH:3]=1. (3) Reactant: [CH2:1]([O:8][C:9]1[CH:10]=[C:11]([CH:24]=[CH:25][CH:26]=1)[CH2:12][NH:13][C:14]1[C:23]2[C:18](=[CH:19][CH:20]=[CH:21][CH:22]=2)[N:17]=[CH:16][CH:15]=1)C1C=CC=CC=1.O[C:28]1[CH:29]=[C:30]([CH:33]=[CH:34][CH:35]=1)[C:31]#N.BrCCC1C=CC=CC=1.C([O-])([O-])=O.[K+].[K+]. Product: [CH2:1]([O:8][C:9]1[CH:10]=[C:11]([CH:24]=[CH:25][CH:26]=1)[CH2:12][NH:13][C:14]1[C:23]2[C:18](=[CH:19][CH:20]=[CH:21][CH:22]=2)[N:17]=[CH:16][CH:15]=1)[CH2:31][C:30]1[CH:33]=[CH:34][CH:35]=[CH:28][CH:29]=1. The catalyst class is: 3.